From a dataset of Reaction yield outcomes from USPTO patents with 853,638 reactions. Predict the reaction yield, written as a fraction of the theoretical maximum amount of product (1.0 means a 100% yield; for example, 0.34 means a 34% yield). (1) The reactants are N[C:2]1[CH:11]=[C:10]2[C:5]([CH:6]=[CH:7][C:8]([S:12]([O-:15])(=[O:14])=[O:13])=[CH:9]2)=[CH:4][CH:3]=1.[Na+].N([O-])=O.[Na+].[Na+].[I-:22].CCO. The product is [I:22][C:2]1[CH:11]=[C:10]2[C:5]([CH:6]=[CH:7][C:8]([S:12]([OH:15])(=[O:14])=[O:13])=[CH:9]2)=[CH:4][CH:3]=1. The yield is 0.790. The catalyst is O.Cl. (2) The catalyst is C(Cl)Cl. The product is [NH:35]1[C:13]2[C:18](=[CH:17][CH:16]=[CH:15][CH:14]=2)[C:19]([CH2:20][C:11]2[N:32]=[C:25]([CH3:26])[S:41][CH:12]=2)=[CH:38]1. The reactants are C(NC(=S)[SH-][C:11]1[C:12](=O)[C:13]2[C:18]([C:19](=O)[CH:20]=1)=[CH:17][CH:16]=[CH:15][CH:14]=2)C1C=CC=CC=1.Cl.[CH2:25]([NH2:32])[C:26]1C=CC=CC=1.CC[N:35]([CH2:38]C)CC.C(=S)=[S:41].C1(=O)C2C(=CC=CC=2)C(=O)C=C1.OS(O)(=O)=O. The yield is 0.200.